This data is from Reaction yield outcomes from USPTO patents with 853,638 reactions. The task is: Predict the reaction yield, written as a fraction of the theoretical maximum amount of product (1.0 means a 100% yield; for example, 0.34 means a 34% yield). (1) The reactants are [C:1]1([C:7]2([C:10]([O-:12])=[O:11])[CH2:9][CH2:8]2)[CH:6]=[CH:5][CH:4]=[CH:3][CH:2]=1.[N+:13]([O-:16])([O-])=[O:14].[K+].OS(O)(=O)=O.[CH2:23](Cl)Cl. No catalyst specified. The product is [N+:13]([C:4]1[CH:5]=[CH:6][C:1]([C:7]2([C:10]([O:12][CH3:23])=[O:11])[CH2:9][CH2:8]2)=[CH:2][CH:3]=1)([O-:16])=[O:14]. The yield is 0.680. (2) The reactants are [N:1]1([C:7]2[C:12]([C:13]#[N:14])=[CH:11][CH:10]=[CH:9][N:8]=2)[CH2:6][CH2:5][NH:4][CH2:3][CH2:2]1.C(N(CC)C(C)C)(C)C.Cl[CH2:25][C:26]([NH:28][C:29]1[CH:34]=[CH:33][CH:32]=[C:31]([N+:35]([O-:37])=[O:36])[CH:30]=1)=[O:27]. The catalyst is C1(C)C=CC=CC=1. The product is [C:13]([C:12]1[C:7]([N:1]2[CH2:2][CH2:3][N:4]([CH2:25][C:26]([NH:28][C:29]3[CH:34]=[CH:33][CH:32]=[C:31]([N+:35]([O-:37])=[O:36])[CH:30]=3)=[O:27])[CH2:5][CH2:6]2)=[N:8][CH:9]=[CH:10][CH:11]=1)#[N:14]. The yield is 0.250. (3) The reactants are [CH3:1][N:2]1[CH2:7][CH:6]2[CH2:8][CH:3]1[CH2:4][N:5]2[C:9]1[CH:14]=[CH:13][C:12]([NH2:15])=[CH:11][CH:10]=1.[I:16][C:17]1[CH:18]=[C:19]2[C:24](=[CH:25][CH:26]=1)[C:23](=[O:27])[NH:22][C:21](=[O:28])[C:20]2=[CH:29]OC. The catalyst is CN(C)C=O. The product is [I:16][C:17]1[CH:18]=[C:19]2[C:24](=[CH:25][CH:26]=1)[C:23](=[O:27])[NH:22][C:21](=[O:28])[C:20]2=[CH:29][NH:15][C:12]1[CH:13]=[CH:14][C:9]([N:5]2[CH2:4][CH:3]3[CH2:8][CH:6]2[CH2:7][N:2]3[CH3:1])=[CH:10][CH:11]=1. The yield is 0.390. (4) The reactants are [CH:1]1([N:6]2[C:11]3=[N:12][C:13](S(C)=O)=[N:14][CH:15]=[C:10]3[CH2:9][N:8]([C:19]3[C:24]([F:25])=[C:23]([O:26][CH3:27])[CH:22]=[C:21]([O:28][CH3:29])[C:20]=3[F:30])[C:7]2=[O:31])[CH2:5][CH2:4][CH2:3][CH2:2]1.[NH2:32][CH:33]([CH2:36][OH:37])[CH2:34][OH:35]. No catalyst specified. The product is [CH:1]1([N:6]2[C:11]3=[N:12][C:13]([NH:32][CH:33]([CH2:36][OH:37])[CH2:34][OH:35])=[N:14][CH:15]=[C:10]3[CH2:9][N:8]([C:19]3[C:24]([F:25])=[C:23]([O:26][CH3:27])[CH:22]=[C:21]([O:28][CH3:29])[C:20]=3[F:30])[C:7]2=[O:31])[CH2:5][CH2:4][CH2:3][CH2:2]1. The yield is 0.720. (5) The reactants are [Si]([O:8][C:9]1[CH:10]=[CH:11][CH:12]=[C:13]2[C:18]=1[N:17]=[C:16]([C:19]1[N:23]3[CH:24]=[C:25]([F:28])[CH:26]=[CH:27][C:22]3=[N:21][N:20]=1)[CH:15]=[CH:14]2)(C(C)(C)C)(C)C.C1COCC1.CCCC[N+](CCCC)(CCCC)CCCC.[F-].C([O-])(O)=O.[Na+]. The catalyst is CCOC(C)=O.O. The product is [F:28][C:25]1[CH:26]=[CH:27][C:22]2[N:23]([C:19]([C:16]3[CH:15]=[CH:14][C:13]4[C:18](=[C:9]([OH:8])[CH:10]=[CH:11][CH:12]=4)[N:17]=3)=[N:20][N:21]=2)[CH:24]=1. The yield is 0.0900.